This data is from Forward reaction prediction with 1.9M reactions from USPTO patents (1976-2016). The task is: Predict the product of the given reaction. (1) Given the reactants [N+:1]([C:4]1[CH:5]=[CH:6][C:7]2[O:11][C:10](=[O:12])[NH:9][C:8]=2[CH:13]=1)([O-])=O, predict the reaction product. The product is: [NH2:1][C:4]1[CH:5]=[CH:6][C:7]2[O:11][C:10](=[O:12])[NH:9][C:8]=2[CH:13]=1. (2) Given the reactants C(OC(=O)[NH:7][CH2:8][C@@H:9]([NH:33]C(OC(C)(C)C)=O)[C:10](=[O:32])[NH:11][C:12]1[CH:16]=[C:15]([C:17]2[CH:22]=[CH:21][CH:20]=[C:19]([CH2:23][CH2:24][CH3:25])[CH:18]=2)[N:14]([C:26]2[CH:31]=[CH:30][CH:29]=[CH:28][CH:27]=2)[N:13]=1)(C)(C)C.[ClH:42], predict the reaction product. The product is: [ClH:42].[ClH:42].[NH2:33][C@H:9]([CH2:8][NH2:7])[C:10]([NH:11][C:12]1[CH:16]=[C:15]([C:17]2[CH:22]=[CH:21][CH:20]=[C:19]([CH2:23][CH2:24][CH3:25])[CH:18]=2)[N:14]([C:26]2[CH:31]=[CH:30][CH:29]=[CH:28][CH:27]=2)[N:13]=1)=[O:32]. (3) Given the reactants [F:1][C:2]1[CH:16]=[CH:15][C:5]([O:6][C:7]2[CH:14]=[CH:13][C:10]([CH:11]=O)=[CH:9][CH:8]=2)=[CH:4][CH:3]=1.[O:17]1[C:21](=O)[CH2:20][NH:19][C:18]1=[O:23].N1CCCCC1.C(O)(=[O:32])C, predict the reaction product. The product is: [F:1][C:2]1[CH:16]=[CH:15][C:5]([O:6][C:7]2[CH:14]=[CH:13][C:10](/[CH:11]=[C:21]3/[C:20](=[O:32])[NH:19][C:18](=[O:23])[O:17]/3)=[CH:9][CH:8]=2)=[CH:4][CH:3]=1. (4) Given the reactants [NH:1]([C:23]([O:25][C:26]([CH3:29])([CH3:28])[CH3:27])=[O:24])[C@H:2]([C:4]([NH:6][C@H:7]([C:20]([OH:22])=[O:21])[CH2:8][CH2:9][C:10](=[O:19])[O:11][CH2:12][C:13]1[CH:18]=[CH:17][CH:16]=[CH:15][CH:14]=1)=[O:5])[CH3:3].[CH:30]1[C:35]([N+:36]([O-:38])=[O:37])=[CH:34][CH:33]=[C:32](O)[CH:31]=1.C1CCC(N=C=NC2CCCCC2)CC1, predict the reaction product. The product is: [NH:1]([C:23]([O:25][C:26]([CH3:28])([CH3:27])[CH3:29])=[O:24])[C@H:2]([C:4]([NH:6][C@H:7]([C:20]([O:22][C:32]1[CH:31]=[CH:30][C:35]([N+:36]([O-:38])=[O:37])=[CH:34][CH:33]=1)=[O:21])[CH2:8][CH2:9][C:10](=[O:19])[O:11][CH2:12][C:13]1[CH:14]=[CH:15][CH:16]=[CH:17][CH:18]=1)=[O:5])[CH3:3]. (5) Given the reactants [CH3:1][N:2]([CH3:20])[S:3]([CH2:6][CH2:7][CH2:8][N:9]1C(=O)C2C(=CC=CC=2)C1=O)(=[O:5])=[O:4].O.NN, predict the reaction product. The product is: [CH3:1][N:2]([CH3:20])[S:3]([CH2:6][CH2:7][CH2:8][NH2:9])(=[O:5])=[O:4]. (6) Given the reactants [CH2:1]([C:3]1[CH:8]=[CH:7][CH:6]=[CH:5][C:4]=1O)[CH3:2].[H-].[Na+].Cl[C:13]1[N:18]=[N:17][C:16]([C:19]([NH2:21])=[O:20])=[C:15]([NH:22][C:23]2[CH:28]=[CH:27][CH:26]=[C:25]([CH3:29])[N:24]=2)[CH:14]=1.CN(C)C=[O:33], predict the reaction product. The product is: [CH2:1]([C:3]1[CH:8]=[C:7]([CH:6]=[CH:5][CH:4]=1)[O:33][C:13]1[N:18]=[N:17][C:16]([C:19]([NH2:21])=[O:20])=[C:15]([NH:22][C:23]2[CH:28]=[CH:27][CH:26]=[C:25]([CH3:29])[N:24]=2)[CH:14]=1)[CH3:2]. (7) Given the reactants [NH2:1][C@H:2]([C:5]([OH:7])=[O:6])[CH2:3][OH:4].[C:8](Cl)(=[O:13])[C:9]([CH3:12])([CH3:11])[CH3:10].Cl, predict the reaction product. The product is: [C:8]([NH:1][C@H:2]([C:5]([OH:7])=[O:6])[CH2:3][OH:4])(=[O:13])[C:9]([CH3:12])([CH3:11])[CH3:10].